The task is: Predict which catalyst facilitates the given reaction.. This data is from Catalyst prediction with 721,799 reactions and 888 catalyst types from USPTO. Reactant: [F:1][C:2]([F:44])([F:43])[C:3]1[CH:4]=[C:5]([CH:9]([C:33]2[CH:38]=[CH:37][CH:36]=[C:35]([C:39]([F:42])([F:41])[F:40])[CH:34]=2)[C:10]2[S:14][C:13]([C:15]([NH:17][C@@H:18]([CH2:22][CH2:23][CH2:24][NH:25]C(OC(C)(C)C)=O)[C:19]([OH:21])=[O:20])=[O:16])=[CH:12][CH:11]=2)[CH:6]=[CH:7][CH:8]=1.[C:45]([OH:51])([C:47]([F:50])([F:49])[F:48])=[O:46].C([SiH](CC)CC)C. Product: [NH2:25][CH2:24][CH2:23][CH2:22][C@H:18]([NH:17][C:15]([C:13]1[S:14][C:10]([CH:9]([C:5]2[CH:6]=[CH:7][CH:8]=[C:3]([C:2]([F:44])([F:1])[F:43])[CH:4]=2)[C:33]2[CH:38]=[CH:37][CH:36]=[C:35]([C:39]([F:40])([F:41])[F:42])[CH:34]=2)=[CH:11][CH:12]=1)=[O:16])[C:19]([OH:21])=[O:20].[C:45]([OH:51])([C:47]([F:50])([F:49])[F:48])=[O:46]. The catalyst class is: 6.